This data is from Full USPTO retrosynthesis dataset with 1.9M reactions from patents (1976-2016). The task is: Predict the reactants needed to synthesize the given product. Given the product [CH2:1]([C:8]1[C:9]([Cl:21])=[N:10][C:11]([S:33]([CH3:23])(=[O:37])=[O:35])=[N:12][C:13]=1[N:14]1[CH2:15][CH2:16][CH2:17][CH2:18]1)[C:2]1[CH:3]=[CH:4][CH:5]=[CH:6][CH:7]=1, predict the reactants needed to synthesize it. The reactants are: [CH2:1]([C:8]1[C:9]([Cl:21])=[N:10][C:11](SC)=[N:12][C:13]=1[N:14]1[CH2:18][CH2:17][CH2:16][CH2:15]1)[C:2]1[CH:7]=[CH:6][CH:5]=[CH:4][CH:3]=1.Cl[C:23]1C=CC=C(C(OO)=O)C=1.[S:33]([O-:37])([O-])(=[O:35])=S.[Na+].[Na+].